The task is: Predict the reactants needed to synthesize the given product.. This data is from Full USPTO retrosynthesis dataset with 1.9M reactions from patents (1976-2016). (1) Given the product [C:46]([O:45][C:42]1([CH2:41][CH2:40][O:39][C:15]2[CH:14]=[C:13]3[C:18]([C:9]([O:8][C:7]4[CH:6]=[CH:5][C:4]([NH:20][C:21]([C:23]5([C:54](=[O:57])[NH:12][C:13]6[CH:18]=[CH:17][CH:16]=[CH:15][CH:14]=6)[CH2:24][CH2:25]5)=[O:22])=[CH:3][C:2]=4[F:1])=[CH:10][CH:11]=[N:12]3)=[CH:17][CH:16]=2)[CH2:44][CH2:43]1)(=[O:53])[C:47]1[CH:52]=[CH:51][CH:50]=[CH:49][CH:48]=1, predict the reactants needed to synthesize it. The reactants are: [F:1][C:2]1[CH:3]=[C:4]([N:20](C2C=CC=CC=2)[C:21]([C:23]2(C(N)=O)[CH2:25][CH2:24]2)=[O:22])[CH:5]=[CH:6][C:7]=1[O:8][C:9]1[C:18]2[C:13](=[CH:14][C:15](O)=[CH:16][CH:17]=2)[N:12]=[CH:11][CH:10]=1.CS([O:39][CH2:40][CH2:41][C:42]1([O:45][C:46](=[O:53])[C:47]2[CH:52]=[CH:51][CH:50]=[CH:49][CH:48]=2)[CH2:44][CH2:43]1)(=O)=O.[C:54]([O-:57])([O-])=O.[Cs+].[Cs+]. (2) Given the product [C:14]1([CH:12]2[O:13][CH2:20][CH2:21][O:22]2)[CH:15]=[CH:16][CH:17]=[CH:18][CH:19]=1, predict the reactants needed to synthesize it. The reactants are: BrC1C=CC(OC)=CC=1CC[C:12]([C:14]1[CH:19]=[CH:18][CH:17]=[CH:16][CH:15]=1)=[O:13].[CH2:20](O)[CH2:21][OH:22]. (3) Given the product [NH:67]1[CH2:66][CH:65]([C:59]2[NH:60][C:61](=[O:64])[C:62]3[O:63][C:54]4[CH:53]=[CH:52][C:51]([Br:50])=[CH:56][C:55]=4[C:57]=3[N:58]=2)[CH2:68]1, predict the reactants needed to synthesize it. The reactants are: BrC1C=CC2OC3C(=O)NC(C4CCNCC4)=NC=3C=2C=1.BrC1C=CC2OC3C(=O)NC(C4CCN(C(OC(C)(C)C)=O)CC4)=NC=3C=2C=1.[Br:50][C:51]1[CH:52]=[CH:53][C:54]2[O:63][C:62]3[C:61](=[O:64])[NH:60][C:59]([CH:65]4[CH2:68][N:67](C(OC(C)(C)C)=O)[CH2:66]4)=[N:58][C:57]=3[C:55]=2[CH:56]=1. (4) Given the product [OH:18][C@:17]12[CH2:16][CH2:15][CH2:14][CH2:13][C@@H:12]1[N:11]([C:27](=[O:28])[CH2:26][CH:25]([CH3:30])[CH3:24])[CH2:10][CH2:9][CH:8]2[NH:7][C:1]1[CH:2]=[CH:3][CH:4]=[CH:5][CH:6]=1, predict the reactants needed to synthesize it. The reactants are: [C:1]1([NH:7][CH:8]2[C@:17]3([OH:18])[C@H:12]([CH2:13][CH2:14][CH2:15][CH2:16]3)[NH:11][CH2:10][CH2:9]2)[CH:6]=[CH:5][CH:4]=[CH:3][CH:2]=1.C([O-])(O)=O.[Na+].[CH3:24][CH:25]([CH3:30])[CH2:26][C:27](Cl)=[O:28]. (5) Given the product [CH3:1][C:2]1([CH3:30])[CH2:11][C:10]2[C:5](=[CH:6][CH:7]=[C:8]([C:12]([OH:14])=[O:13])[CH:9]=2)[NH:4][CH:3]1[C:16]1[CH:21]=[CH:20][CH:19]=[C:18]([S:22]([N:25]2[CH2:29][CH2:28][CH2:27][CH2:26]2)(=[O:23])=[O:24])[CH:17]=1, predict the reactants needed to synthesize it. The reactants are: [CH3:1][C:2]1([CH3:30])[CH2:11][C:10]2[C:5](=[CH:6][CH:7]=[C:8]([C:12]([O:14]C)=[O:13])[CH:9]=2)[NH:4][CH:3]1[C:16]1[CH:21]=[CH:20][CH:19]=[C:18]([S:22]([N:25]2[CH2:29][CH2:28][CH2:27][CH2:26]2)(=[O:24])=[O:23])[CH:17]=1.